This data is from Catalyst prediction with 721,799 reactions and 888 catalyst types from USPTO. The task is: Predict which catalyst facilitates the given reaction. (1) Reactant: [NH:1]1[C:9]2[C:4](=[CH:5][CH:6]=[CH:7][N:8]=2)[C:3]([CH:10]=[O:11])=[CH:2]1.C(=O)([O-])[O-].[Cs+].[Cs+].[F:18][C:19]1[CH:26]=[CH:25][C:22]([CH2:23]Cl)=[CH:21][CH:20]=1. The catalyst class is: 10. Product: [F:18][C:19]1[CH:26]=[CH:25][C:22]([CH2:23][N:1]2[C:9]3[C:4](=[CH:5][CH:6]=[CH:7][N:8]=3)[C:3]([CH:10]=[O:11])=[CH:2]2)=[CH:21][CH:20]=1. (2) Reactant: [C:1]([N:8]1[CH2:14][CH2:13][CH2:12][C@@H:9]1[CH2:10][OH:11])([O:3][C:4]([CH3:7])([CH3:6])[CH3:5])=[O:2].[S:15](Cl)([C:18]1[CH:24]=[CH:23][C:21]([CH3:22])=[CH:20][CH:19]=1)(=[O:17])=[O:16]. Product: [C:4]([O:3][C:1]([N:8]1[CH2:14][CH2:13][CH2:12][C@@H:9]1[CH2:10][O:11][S:15]([C:18]1[CH:24]=[CH:23][C:21]([CH3:22])=[CH:20][CH:19]=1)(=[O:17])=[O:16])=[O:2])([CH3:7])([CH3:6])[CH3:5]. The catalyst class is: 17. (3) Reactant: [C:1]([O:5][C:6](=[O:30])/[CH:7]=[CH:8]/[C:9]1[CH:14]=[CH:13][CH:12]=[CH:11][C:10]=1[N:15]1[CH2:20][CH2:19][C:18]2([CH2:25][CH2:24][CH:23]([C:26](OC)=[O:27])[CH2:22][CH2:21]2)[CH2:17][CH2:16]1)([CH3:4])([CH3:3])[CH3:2].[NH3:31]. Product: [C:26]([CH:23]1[CH2:24][CH2:25][C:18]2([CH2:19][CH2:20][N:15]([C:10]3[CH:11]=[CH:12][CH:13]=[CH:14][C:9]=3/[CH:8]=[CH:7]/[C:6]([O:5][C:1]([CH3:4])([CH3:3])[CH3:2])=[O:30])[CH2:16][CH2:17]2)[CH2:21][CH2:22]1)(=[O:27])[NH2:31]. The catalyst class is: 5. (4) Product: [Br:8][C:3]1[CH:4]=[CH:5][C:6]([C:15]([OH:16])([CH3:17])[CH3:14])=[CH:7][CH:2]=1. Reactant: Br[C:2]1[CH:7]=[CH:6][CH:5]=[CH:4][C:3]=1[Br:8].C([Li])CCC.[CH3:14][C:15]([CH3:17])=[O:16].[Cl-].[NH4+]. The catalyst class is: 30. (5) Product: [OH:2][C:3]1[CH:8]=[CH:7][CH:6]=[CH:5][C:4]=1[C:9]1([C:13]([NH2:15])=[O:14])[CH2:10][CH2:11][CH2:12]1. The catalyst class is: 4. Reactant: C[O:2][C:3]1[CH:8]=[CH:7][CH:6]=[CH:5][C:4]=1[C:9]1([C:13]([NH2:15])=[O:14])[CH2:12][CH2:11][CH2:10]1.B(Br)(Br)Br. (6) Reactant: [BH4-].[Na+].[CH3:3][CH:4]1[CH2:9][C:8](=[O:10])[CH2:7][CH2:6][N:5]1[C:11]([O:13][C:14]([CH3:17])([CH3:16])[CH3:15])=[O:12]. Product: [OH:10][C@H:8]1[CH2:7][CH2:6][N:5]([C:11]([O:13][C:14]([CH3:17])([CH3:16])[CH3:15])=[O:12])[C@@H:4]([CH3:3])[CH2:9]1.[OH:10][C@@H:8]1[CH2:7][CH2:6][N:5]([C:11]([O:13][C:14]([CH3:17])([CH3:16])[CH3:15])=[O:12])[C@@H:4]([CH3:3])[CH2:9]1. The catalyst class is: 8.